From a dataset of Reaction yield outcomes from USPTO patents with 853,638 reactions. Predict the reaction yield, written as a fraction of the theoretical maximum amount of product (1.0 means a 100% yield; for example, 0.34 means a 34% yield). (1) The reactants are [CH3:1][O:2][C:3](=[O:29])[CH:4]([CH2:24][CH:25]=[CH:26][CH2:27]Br)[CH2:5][C:6]([CH3:23])=[CH:7][CH2:8][C:9]1[C:10]([OH:22])=[C:11]2[C:15](=[C:16]([CH3:20])[C:17]=1[O:18][CH3:19])[CH2:14][O:13][C:12]2=[O:21].[CH2:30]([O:32][P:33]([O:37]CC)[O:34][CH2:35][CH3:36])[CH3:31]. The catalyst is C1(C)C=CC=CC=1. The product is [CH3:1][O:2][C:3](=[O:29])[CH:4]([CH2:24][CH:25]=[CH:26][CH2:27][P:33]([O:34][CH2:35][CH3:36])([O:32][CH2:30][CH3:31])=[O:37])[CH2:5][C:6]([CH3:23])=[CH:7][CH2:8][C:9]1[C:10]([OH:22])=[C:11]2[C:15](=[C:16]([CH3:20])[C:17]=1[O:18][CH3:19])[CH2:14][O:13][C:12]2=[O:21]. The yield is 0.430. (2) The product is [F:22][C:17]1[CH:16]=[C:15]([C:10]2([O:13][CH3:14])[CH2:11][CH2:12][NH:8][CH2:9]2)[CH:20]=[CH:19][C:18]=1[F:21]. The catalyst is CO. The yield is 0.970. The reactants are C([N:8]1[CH2:12][CH2:11][C:10]([C:15]2[CH:20]=[CH:19][C:18]([F:21])=[C:17]([F:22])[CH:16]=2)([O:13][CH3:14])[CH2:9]1)C1C=CC=CC=1.ClCCCl.ClC(OC(Cl)C)=O. (3) The reactants are [Cl-].[NH3+:2][CH2:3][CH2:4][CH2:5][CH2:6][C:7]([C:9]1[CH:10]=[NH+:11][CH:12]=[CH:13][CH:14]=1)=O.[Cl-].[N+:16]([C:19]1[CH:24]=[CH:23][C:22]([C:25]2[O:31][C:28]([CH:29]=O)=[CH:27][CH:26]=2)=[CH:21][CH:20]=1)([O-:18])=[O:17]. The catalyst is C(O)(C)C. The product is [N+:16]([C:19]1[CH:20]=[CH:21][C:22]([C:25]2[O:31][C:28]([CH:29]=[C:6]3[CH2:5][CH2:4][CH2:3][N:2]=[C:7]3[C:9]3[CH:10]=[N:11][CH:12]=[CH:13][CH:14]=3)=[CH:27][CH:26]=2)=[CH:23][CH:24]=1)([O-:18])=[O:17]. The yield is 0.360. (4) The reactants are [NH:1]1[C:9]2[C:4](=[CH:5][CH:6]=[CH:7][C:8]=2[NH:10][C:11]2[N:16]3[N:17]=[CH:18][C:19]([C:20](O)=[O:21])=[C:15]3[N:14]=[CH:13][C:12]=2[C:23]([N:25]2[CH2:30][CH2:29][CH:28]([C:31]3[CH:36]=[CH:35][CH:34]=[CH:33][CH:32]=3)[CH2:27][CH2:26]2)=[O:24])[CH:3]=[CH:2]1.[CH2:37]([S:39]([NH2:42])(=[O:41])=[O:40])[CH3:38]. No catalyst specified. The product is [NH:1]1[C:9]2[C:4](=[CH:5][CH:6]=[CH:7][C:8]=2[NH:10][C:11]2[N:16]3[N:17]=[CH:18][C:19]([C:20]([NH:42][S:39]([CH2:37][CH3:38])(=[O:41])=[O:40])=[O:21])=[C:15]3[N:14]=[CH:13][C:12]=2[C:23]([N:25]2[CH2:30][CH2:29][CH:28]([C:31]3[CH:36]=[CH:35][CH:34]=[CH:33][CH:32]=3)[CH2:27][CH2:26]2)=[O:24])[CH:3]=[CH:2]1. The yield is 0.270.